Dataset: Forward reaction prediction with 1.9M reactions from USPTO patents (1976-2016). Task: Predict the product of the given reaction. Given the reactants [Si]([O:8][CH2:9][CH2:10][N:11]([CH:38]([CH3:40])[CH3:39])[C:12]([C:14]1[C:19]([O:20][CH2:21][C:22]2[CH:27]=[CH:26][CH:25]=[CH:24][CH:23]=2)=[C:18]([OH:28])[N:17]=[C:16]([CH2:29][C:30]2[CH:35]=[CH:34][C:33]([Cl:36])=[CH:32][C:31]=2[Br:37])[N:15]=1)=[O:13])(C(C)(C)C)(C)C.C(OCC)(=O)C, predict the reaction product. The product is: [OH:8][CH2:9][CH2:10][N:11]([CH:38]([CH3:40])[CH3:39])[C:12]([C:14]1[C:19]([O:20][CH2:21][C:22]2[CH:23]=[CH:24][CH:25]=[CH:26][CH:27]=2)=[C:18]([OH:28])[N:17]=[C:16]([CH2:29][C:30]2[CH:35]=[CH:34][C:33]([Cl:36])=[CH:32][C:31]=2[Br:37])[N:15]=1)=[O:13].